From a dataset of Forward reaction prediction with 1.9M reactions from USPTO patents (1976-2016). Predict the product of the given reaction. Given the reactants Cl.[CH2:2]1[C:10]2[C:5](=[CH:6][CH:7]=[CH:8][CH:9]=2)[CH2:4][N:3]1[C:11]([C:13]1[CH:14]=[C:15]([CH:18]=[CH:19][C:20]=1[O:21]COC)[C:16]#[N:17])=[O:12], predict the reaction product. The product is: [CH2:2]1[C:10]2[C:5](=[CH:6][CH:7]=[CH:8][CH:9]=2)[CH2:4][N:3]1[C:11]([C:13]1[CH:14]=[C:15]([CH:18]=[CH:19][C:20]=1[OH:21])[C:16]#[N:17])=[O:12].